Task: Binary Classification. Given a drug SMILES string, predict its activity (active/inactive) in a high-throughput screening assay against a specified biological target.. Dataset: M1 muscarinic receptor antagonist screen with 61,756 compounds (1) The compound is S(CC(=O)N1CCN(CC1)c1ccccc1)c1nn2c(nnc2cc1)c1cc(OC)c(OC)cc1. The result is 0 (inactive). (2) The result is 0 (inactive). The compound is O1CCN(C(c2cc3c([nH]c2=O)ccc(c3)C)c2n(nnn2)Cc2ccc(OC)cc2)CC1. (3) The result is 0 (inactive). The drug is S(Cc1ccccc1)c1n(N)c(nn1)c1occc1.